This data is from Catalyst prediction with 721,799 reactions and 888 catalyst types from USPTO. The task is: Predict which catalyst facilitates the given reaction. (1) Reactant: Br[C:2]1[CH:7]=[CH:6][CH:5]=[CH:4][C:3]=1[CH2:8][CH2:9][C:10]([N:12]([CH:22]([CH3:24])[CH3:23])[NH:13][C:14](=[O:21])[C:15]1[CH:20]=[CH:19][CH:18]=[CH:17][CH:16]=1)=[O:11].C([O-])([O-])=O.[Na+].[Na+].[C:31]([C:33]1[CH:34]=[C:35](B(O)O)[CH:36]=[CH:37][CH:38]=1)#[N:32]. Product: [C:31]([C:33]1[CH:38]=[C:37]([C:2]2[CH:7]=[CH:6][CH:5]=[CH:4][C:3]=2[CH2:8][CH2:9][C:10]([N:12]([CH:22]([CH3:24])[CH3:23])[NH:13][C:14](=[O:21])[C:15]2[CH:20]=[CH:19][CH:18]=[CH:17][CH:16]=2)=[O:11])[CH:36]=[CH:35][CH:34]=1)#[N:32]. The catalyst class is: 57. (2) Reactant: [CH:1]1([N:4]([C:23](=[O:30])[CH2:24][C:25]([O:27][CH2:28][CH3:29])=[O:26])[C:5]2[C:6]([C:19]([O:21]C)=O)=[N:7][CH:8]=[C:9]([CH2:11][C:12]3[CH:17]=[CH:16][C:15]([F:18])=[CH:14][CH:13]=3)[CH:10]=2)[CH2:3][CH2:2]1.[O-]CC.[Na+]. The catalyst class is: 8. Product: [CH:1]1([N:4]2[C:5]3[C:6](=[N:7][CH:8]=[C:9]([CH2:11][C:12]4[CH:17]=[CH:16][C:15]([F:18])=[CH:14][CH:13]=4)[CH:10]=3)[C:19]([OH:21])=[C:24]([C:25]([O:27][CH2:28][CH3:29])=[O:26])[C:23]2=[O:30])[CH2:3][CH2:2]1.